Task: Predict the reactants needed to synthesize the given product.. Dataset: Full USPTO retrosynthesis dataset with 1.9M reactions from patents (1976-2016) (1) Given the product [CH3:9][C@@H:10]1[N:15]([CH2:7][C:3]2[CH:2]=[N:1][CH:6]=[CH:5][CH:4]=2)[CH2:14][CH2:13][N:12]([C:16]2[CH:17]=[CH:18][C:19]3[N:20]([C:22]([C:25]([F:27])([F:26])[F:28])=[N:23][N:24]=3)[N:21]=2)[CH2:11]1, predict the reactants needed to synthesize it. The reactants are: [N:1]1[CH:6]=[CH:5][CH:4]=[C:3]([CH:7]=O)[CH:2]=1.[CH3:9][C@@H:10]1[NH:15][CH2:14][CH2:13][N:12]([C:16]2[CH:17]=[CH:18][C:19]3[N:20]([C:22]([C:25]([F:28])([F:27])[F:26])=[N:23][N:24]=3)[N:21]=2)[CH2:11]1. (2) Given the product [Cl:1][C:2]([Cl:7])([Cl:6])[C:3]([C:17]1[CH:18]=[C:14]([C:12]#[N:13])[NH:15][CH:16]=1)=[O:4], predict the reactants needed to synthesize it. The reactants are: [Cl:1][C:2]([Cl:7])([Cl:6])[C:3](Cl)=[O:4].[Cl-].[Cl-].[Cl-].[Al+3].[C:12]([C:14]1[NH:15][CH:16]=[CH:17][CH:18]=1)#[N:13]. (3) Given the product [Br:14][C:12]1[C:3]([CH2:1][CH3:2])=[CH:4][C:5]([OH:13])=[C:6]([CH:11]=1)[C:7]([O:9][CH3:10])=[O:8], predict the reactants needed to synthesize it. The reactants are: [CH2:1]([C:3]1[CH:12]=[CH:11][C:6]([C:7]([O:9][CH3:10])=[O:8])=[C:5]([OH:13])[CH:4]=1)[CH3:2].[Br:14]Br.O. (4) Given the product [Cl-:15].[CH:1]1([NH2+:9][CH2:10][CH2:11][Cl:15])[CH2:8][CH2:7][CH2:6][CH2:5][CH2:4][CH2:3][CH2:2]1, predict the reactants needed to synthesize it. The reactants are: [CH:1]1([NH:9][CH2:10][CH2:11]O)[CH2:8][CH2:7][CH2:6][CH2:5][CH2:4][CH2:3][CH2:2]1.O=S(Cl)[Cl:15]. (5) Given the product [CH:4]([CH:6]1[CH2:9][N:8]([C:10]([O:12][C:13]([CH3:16])([CH3:15])[CH3:14])=[O:11])[CH2:7]1)=[O:5], predict the reactants needed to synthesize it. The reactants are: CON(C)[C:4]([CH:6]1[CH2:9][N:8]([C:10]([O:12][C:13]([CH3:16])([CH3:15])[CH3:14])=[O:11])[CH2:7]1)=[O:5].[H-].[Al+3].[Li+].[H-].[H-].[H-]. (6) Given the product [Br:1][C:2]1[CH:3]=[N:4][C:5]([NH:12][C:11]2[C:13]([N+:17]([O-:19])=[O:18])=[CH:14][CH:15]=[CH:16][C:10]=2[CH3:9])=[N:6][CH:7]=1, predict the reactants needed to synthesize it. The reactants are: [Br:1][C:2]1[CH:3]=[N:4][C:5](Cl)=[N:6][CH:7]=1.[CH3:9][C:10]1[CH:16]=[CH:15][CH:14]=[C:13]([N+:17]([O-:19])=[O:18])[C:11]=1[NH2:12].CC(C)([O-])C.[K+].